This data is from Forward reaction prediction with 1.9M reactions from USPTO patents (1976-2016). The task is: Predict the product of the given reaction. (1) Given the reactants [F:1][C:2]1[C:7]([S:8]([C:11]([F:14])([F:13])[F:12])(=[O:10])=[O:9])=[CH:6][CH:5]=[CH:4][C:3]=1[CH:15]1[CH2:20][CH2:19][NH:18][CH2:17][CH2:16]1.C(=O)([O-])[O-].[K+].[K+].I[CH2:28][CH2:29][OH:30].CS(OC1C=CC=C(C2CCNCC2)C=1F)(=O)=O, predict the reaction product. The product is: [F:1][C:2]1[C:7]([S:8]([C:11]([F:14])([F:13])[F:12])(=[O:9])=[O:10])=[CH:6][CH:5]=[CH:4][C:3]=1[CH:15]1[CH2:20][CH2:19][N:18]([CH2:28][CH2:29][OH:30])[CH2:17][CH2:16]1. (2) Given the reactants [F:1][C:2]1[CH:10]=[C:9]([CH3:11])[C:5]([C:6]([OH:8])=O)=[CH:4][N:3]=1.Cl.[CH:13]1([C:16]2[C:17]([N:23]3[CH2:28][CH2:27][NH:26][CH2:25][CH2:24]3)=[N:18][CH:19]=[C:20]([CH3:22])[CH:21]=2)[CH2:15][CH2:14]1, predict the reaction product. The product is: [CH:13]1([C:16]2[C:17]([N:23]3[CH2:28][CH2:27][N:26]([C:6]([C:5]4[CH:4]=[N:3][C:2]([F:1])=[CH:10][C:9]=4[CH3:11])=[O:8])[CH2:25][CH2:24]3)=[N:18][CH:19]=[C:20]([CH3:22])[CH:21]=2)[CH2:14][CH2:15]1. (3) Given the reactants [Cl:1][C:2]1[CH:11]=[C:10]2[C:5]([CH:6]=[CH:7][CH:8]=[C:9]2[CH:12]([CH2:16][C:17]([OH:19])=O)[C:13](O)=[O:14])=[CH:4][CH:3]=1.[NH2:20]C(N)=O, predict the reaction product. The product is: [Cl:1][C:2]1[CH:11]=[C:10]2[C:5]([CH:6]=[CH:7][CH:8]=[C:9]2[CH:12]2[CH2:16][C:17](=[O:19])[NH:20][C:13]2=[O:14])=[CH:4][CH:3]=1. (4) The product is: [C:10]([O:9][C:7]([N:5]1[CH2:6][C@@H:2]([CH3:1])[CH2:3][C@H:4]1[C:14]1[NH:18][C:17]2[CH:19]=[CH:20][C:21]([C:23]3[CH:28]=[CH:27][C:26]([C:39]4[CH:60]=[CH:59][C:42]5[N:43]=[C:44]([C@@H:46]6[CH2:50][C@H:49]([CH3:51])[CH2:48][N:47]6[C:52]([O:54][C:55]([CH3:58])([CH3:57])[CH3:56])=[O:53])[O:45][C:41]=5[CH:40]=4)=[CH:25][CH:24]=3)=[CH:22][C:16]=2[N:15]=1)=[O:8])([CH3:11])([CH3:12])[CH3:13]. Given the reactants [CH3:1][C@@H:2]1[CH2:6][N:5]([C:7]([O:9][C:10]([CH3:13])([CH3:12])[CH3:11])=[O:8])[C@H:4]([C:14]2[NH:18][C:17]3[CH:19]=[CH:20][C:21]([C:23]4[CH:28]=[CH:27][C:26](B5OC(C)(C)C(C)(C)O5)=[CH:25][CH:24]=4)=[CH:22][C:16]=3[N:15]=2)[CH2:3]1.Br[C:39]1[CH:60]=[CH:59][C:42]2[N:43]=[C:44]([C@@H:46]3[CH2:50][C@H:49]([CH3:51])[CH2:48][N:47]3[C:52]([O:54][C:55]([CH3:58])([CH3:57])[CH3:56])=[O:53])[O:45][C:41]=2[CH:40]=1.C([O-])(O)=O.[Na+].N#N, predict the reaction product. (5) Given the reactants [F:1][C:2]1[CH:10]=[CH:9][C:5]([C:6]([OH:8])=[O:7])=[CH:4][CH:3]=1.[Cl:11][S:12](O)(=[O:14])=[O:13], predict the reaction product. The product is: [Cl:11][S:12]([C:3]1[CH:4]=[C:5]([CH:9]=[CH:10][C:2]=1[F:1])[C:6]([OH:8])=[O:7])(=[O:14])=[O:13]. (6) Given the reactants Cl[C:2]1[N:7]=[CH:6][C:5]2[N:8]=[CH:9][N:10]([CH:11]([CH3:13])[CH3:12])[C:4]=2[CH:3]=1.[NH2:14][C:15]1[CH:20]=[CH:19][N:18]=[C:17]([N:21]2[CH2:34][C:23]3([CH2:26][N:25]([C:27]([O:29][C:30]([CH3:33])([CH3:32])[CH3:31])=[O:28])[CH2:24]3)[CH2:22]2)[N:16]=1.C1(P(C2CCCCC2)C2C=CC=CC=2C2C(C(C)C)=CC(C(C)C)=CC=2C(C)C)CCCCC1.C(=O)([O-])[O-].[Cs+].[Cs+], predict the reaction product. The product is: [CH:11]([N:10]1[C:4]2[CH:3]=[C:2]([NH:14][C:15]3[CH:20]=[CH:19][N:18]=[C:17]([N:21]4[CH2:34][C:23]5([CH2:24][N:25]([C:27]([O:29][C:30]([CH3:32])([CH3:31])[CH3:33])=[O:28])[CH2:26]5)[CH2:22]4)[N:16]=3)[N:7]=[CH:6][C:5]=2[N:8]=[CH:9]1)([CH3:13])[CH3:12]. (7) The product is: [C:1]([O:5][C:6]([N:8]1[CH2:13][CH2:12][CH:11]([S:14][CH2:15][CH2:16][CH2:21][O:22][CH3:23])[CH2:10][CH2:9]1)=[O:7])([CH3:4])([CH3:3])[CH3:2]. Given the reactants [C:1]([O:5][C:6]([N:8]1[CH2:13][CH2:12][CH:11]([S:14][C:15](=O)[CH3:16])[CH2:10][CH2:9]1)=[O:7])([CH3:4])([CH3:3])[CH3:2].C[O-].[Na+].[CH3:21][O:22][CH2:23]CCOS(C1C=CC(C)=CC=1)(=O)=O, predict the reaction product. (8) Given the reactants [Cl:1][C:2]1[CH:3]=[C:4](B2OC(C)(C)C(C)(C)O2)[CH:5]=[C:6]([Cl:9])[C:7]=1Br.Br[C:20]([C:22]([F:25])([F:24])[F:23])=[CH2:21].C([O-])([O-])=O.[Cs+].[Cs+], predict the reaction product. The product is: [Cl:9][C:6]1[CH:5]=[C:4]([C:20]([C:22]([F:25])([F:24])[F:23])=[CH2:21])[CH:3]=[C:2]([Cl:1])[C:7]=1[C:22]([F:25])([F:24])[F:23]. (9) Given the reactants Br[C:2]1[C:7]([NH:8][C:9](=[O:14])[C:10]([F:13])([F:12])[F:11])=[CH:6][CH:5]=[C:4]([C:15]2[CH:16]=[C:17]3[C:21](=[CH:22][CH:23]=2)[N:20]([CH3:24])[N:19]=[CH:18]3)[N:3]=1.[Li+].[Cl-].Br[C:28]1[S:29][C:30]2[C:36]([C:37]3[CH:42]=[CH:41][C:40]([Cl:43])=[CH:39][CH:38]=3)=[C:35]([C@H:44]([O:50][C:51]([CH3:54])([CH3:53])[CH3:52])[C:45]([O:47][CH2:48][CH3:49])=[O:46])[C:34]([CH3:55])=[CH:33][C:31]=2[N:32]=1, predict the reaction product. The product is: [C:51]([O:50][C@@H:44]([C:35]1[C:34]([CH3:55])=[CH:33][C:31]2[N:32]=[C:28]([C:2]3[C:7]([NH:8][C:9](=[O:14])[C:10]([F:13])([F:12])[F:11])=[CH:6][CH:5]=[C:4]([C:15]4[CH:16]=[C:17]5[C:21](=[CH:22][CH:23]=4)[N:20]([CH3:24])[N:19]=[CH:18]5)[N:3]=3)[S:29][C:30]=2[C:36]=1[C:37]1[CH:38]=[CH:39][C:40]([Cl:43])=[CH:41][CH:42]=1)[C:45]([O:47][CH2:48][CH3:49])=[O:46])([CH3:52])([CH3:53])[CH3:54].